From a dataset of Peptide-MHC class II binding affinity with 134,281 pairs from IEDB. Regression. Given a peptide amino acid sequence and an MHC pseudo amino acid sequence, predict their binding affinity value. This is MHC class II binding data. (1) The peptide sequence is IAIAFLSVSNNYEYI. The MHC is HLA-DQA10301-DQB10302 with pseudo-sequence HLA-DQA10301-DQB10302. The binding affinity (normalized) is 0.386. (2) The peptide sequence is GVITVEESNTFGLQLELTEG. The MHC is DRB1_0301 with pseudo-sequence DRB1_0301. The binding affinity (normalized) is 0.0604. (3) The peptide sequence is AELMILIATNLLGQN. The MHC is DRB1_0701 with pseudo-sequence DRB1_0701. The binding affinity (normalized) is 0.571. (4) The peptide sequence is EKKYFAALQFEPLAA. The MHC is HLA-DPA10201-DPB10101 with pseudo-sequence HLA-DPA10201-DPB10101. The binding affinity (normalized) is 1.00. (5) The peptide sequence is MASRFMTDPHAMRDM. The MHC is DRB1_0901 with pseudo-sequence DRB1_0901. The binding affinity (normalized) is 0.193.